Dataset: Full USPTO retrosynthesis dataset with 1.9M reactions from patents (1976-2016). Task: Predict the reactants needed to synthesize the given product. The reactants are: Cl[C:2]1[CH:3]=[C:4]([CH:9]=[CH:10][N:11]=1)[C:5]([O:7][CH3:8])=[O:6].[Cl-].[F:13][C:14]1[CH:21]=[C:20]([F:22])[CH:19]=[CH:18][C:15]=1[CH2:16][Zn+].Cl. Given the product [F:13][C:14]1[CH:21]=[C:20]([F:22])[CH:19]=[CH:18][C:15]=1[CH2:16][C:2]1[CH:3]=[C:4]([CH:9]=[CH:10][N:11]=1)[C:5]([O:7][CH3:8])=[O:6], predict the reactants needed to synthesize it.